From a dataset of Full USPTO retrosynthesis dataset with 1.9M reactions from patents (1976-2016). Predict the reactants needed to synthesize the given product. Given the product [ClH:39].[CH3:1][N:2]1[C:6]2=[N:7][C:8]([N:11]3[CH:16]=[CH:15][C:14]([C:17]4[CH:22]=[CH:21][C:20]([C:23]([F:24])([F:25])[F:26])=[CH:19][N:18]=4)=[CH:13][C:12]3=[O:27])=[CH:9][CH:10]=[C:5]2[C:4]2[CH2:28][NH:29][CH2:30][CH2:31][C:3]1=2, predict the reactants needed to synthesize it. The reactants are: [CH3:1][N:2]1[C:6]2=[N:7][C:8]([N:11]3[CH:16]=[CH:15][C:14]([C:17]4[CH:22]=[CH:21][C:20]([C:23]([F:26])([F:25])[F:24])=[CH:19][N:18]=4)=[CH:13][C:12]3=[O:27])=[CH:9][CH:10]=[C:5]2[C:4]2[CH2:28][N:29](C(OC(C)(C)C)=O)[CH2:30][CH2:31][C:3]1=2.[ClH:39].